From a dataset of Peptide-MHC class II binding affinity with 134,281 pairs from IEDB. Regression. Given a peptide amino acid sequence and an MHC pseudo amino acid sequence, predict their binding affinity value. This is MHC class II binding data. (1) The peptide sequence is GLVPKLDAAYSVAYK. The MHC is DRB1_1602 with pseudo-sequence DRB1_1602. The binding affinity (normalized) is 0.603. (2) The peptide sequence is PLHLRYYRITYGETG. The MHC is DRB1_0405 with pseudo-sequence DRB1_0405. The binding affinity (normalized) is 0.728. (3) The peptide sequence is SVKRSNGSAEVHRGA. The MHC is DRB4_0101 with pseudo-sequence DRB4_0103. The binding affinity (normalized) is 0.